The task is: Regression. Given two drug SMILES strings and cell line genomic features, predict the synergy score measuring deviation from expected non-interaction effect.. This data is from NCI-60 drug combinations with 297,098 pairs across 59 cell lines. (1) Drug 1: CCCS(=O)(=O)NC1=C(C(=C(C=C1)F)C(=O)C2=CNC3=C2C=C(C=N3)C4=CC=C(C=C4)Cl)F. Drug 2: CCN(CC)CCCC(C)NC1=C2C=C(C=CC2=NC3=C1C=CC(=C3)Cl)OC. Cell line: OVCAR-5. Synergy scores: CSS=30.7, Synergy_ZIP=8.16, Synergy_Bliss=7.34, Synergy_Loewe=-9.05, Synergy_HSA=2.37. (2) Drug 1: C1CC(=O)NC(=O)C1N2CC3=C(C2=O)C=CC=C3N. Drug 2: CC1=C(C(CCC1)(C)C)C=CC(=CC=CC(=CC(=O)O)C)C. Cell line: 786-0. Synergy scores: CSS=-2.19, Synergy_ZIP=4.01, Synergy_Bliss=-2.67, Synergy_Loewe=-3.23, Synergy_HSA=-3.28. (3) Drug 1: CC1=C(C(CCC1)(C)C)C=CC(=CC=CC(=CC(=O)O)C)C. Drug 2: CCN(CC)CCNC(=O)C1=C(NC(=C1C)C=C2C3=C(C=CC(=C3)F)NC2=O)C. Cell line: NCIH23. Synergy scores: CSS=9.26, Synergy_ZIP=0.734, Synergy_Bliss=4.18, Synergy_Loewe=3.27, Synergy_HSA=3.75. (4) Drug 1: COC1=C2C(=CC3=C1OC=C3)C=CC(=O)O2. Drug 2: CC1C(C(CC(O1)OC2CC(CC3=C2C(=C4C(=C3O)C(=O)C5=CC=CC=C5C4=O)O)(C(=O)C)O)N)O. Cell line: HCT116. Synergy scores: CSS=36.0, Synergy_ZIP=0.244, Synergy_Bliss=1.17, Synergy_Loewe=-15.8, Synergy_HSA=1.73. (5) Drug 1: CS(=O)(=O)CCNCC1=CC=C(O1)C2=CC3=C(C=C2)N=CN=C3NC4=CC(=C(C=C4)OCC5=CC(=CC=C5)F)Cl. Drug 2: C(=O)(N)NO. Cell line: HOP-62. Synergy scores: CSS=-1.58, Synergy_ZIP=4.53, Synergy_Bliss=9.89, Synergy_Loewe=-7.70, Synergy_HSA=-0.440. (6) Drug 1: C1CN1P(=S)(N2CC2)N3CC3. Drug 2: CC(C)(C#N)C1=CC(=CC(=C1)CN2C=NC=N2)C(C)(C)C#N. Cell line: SF-539. Synergy scores: CSS=10.2, Synergy_ZIP=-5.19, Synergy_Bliss=-0.645, Synergy_Loewe=-0.568, Synergy_HSA=-0.851. (7) Drug 1: CC1=C(C(=CC=C1)Cl)NC(=O)C2=CN=C(S2)NC3=CC(=NC(=N3)C)N4CCN(CC4)CCO. Drug 2: CC1CCCC2(C(O2)CC(NC(=O)CC(C(C(=O)C(C1O)C)(C)C)O)C(=CC3=CSC(=N3)C)C)C. Cell line: BT-549. Synergy scores: CSS=43.8, Synergy_ZIP=1.79, Synergy_Bliss=-0.404, Synergy_Loewe=-14.9, Synergy_HSA=-0.853. (8) Drug 1: CC12CCC3C(C1CCC2=O)CC(=C)C4=CC(=O)C=CC34C. Drug 2: CC(C)NC(=O)C1=CC=C(C=C1)CNNC.Cl. Cell line: CAKI-1. Synergy scores: CSS=13.6, Synergy_ZIP=-1.25, Synergy_Bliss=-1.91, Synergy_Loewe=-7.91, Synergy_HSA=-0.767. (9) Drug 1: C1CC(C1)(C(=O)O)C(=O)O.[NH2-].[NH2-].[Pt+2]. Drug 2: CS(=O)(=O)CCNCC1=CC=C(O1)C2=CC3=C(C=C2)N=CN=C3NC4=CC(=C(C=C4)OCC5=CC(=CC=C5)F)Cl. Cell line: K-562. Synergy scores: CSS=-17.8, Synergy_ZIP=12.5, Synergy_Bliss=9.60, Synergy_Loewe=-20.8, Synergy_HSA=-18.5.